From a dataset of Reaction yield outcomes from USPTO patents with 853,638 reactions. Predict the reaction yield, written as a fraction of the theoretical maximum amount of product (1.0 means a 100% yield; for example, 0.34 means a 34% yield). The reactants are C([O:5][C:6]([CH:8]1[CH:12]([C:13]2[CH:18]=[CH:17][CH:16]=[C:15]([Cl:19])[C:14]=2[F:20])[C:11]([C:23]2[CH:28]=[CH:27][C:26]([Cl:29])=[CH:25][C:24]=2[F:30])([C:21]#[N:22])[CH:10]([CH2:31][C:32]([C:35]2[CH2:36][CH2:37][N:38]([CH2:41][C:42]3[CH:47]=[CH:46][CH:45]=[CH:44][CH:43]=3)[CH2:39][CH:40]=2)([CH3:34])[CH3:33])[NH:9]1)=[O:7])(C)(C)C.[F:48][C:49]([F:54])([F:53])[C:50]([OH:52])=[O:51]. The catalyst is ClCCl. The product is [F:48][C:49]([F:54])([F:53])[C:50]([OH:52])=[O:51].[CH2:41]([N:38]1[CH2:37][CH:36]=[C:35]([C:32]([CH3:34])([CH3:33])[CH2:31][CH:10]2[NH:9][CH:8]([C:6]([OH:7])=[O:5])[CH:12]([C:13]3[CH:18]=[CH:17][CH:16]=[C:15]([Cl:19])[C:14]=3[F:20])[C:11]2([C:23]2[CH:28]=[CH:27][C:26]([Cl:29])=[CH:25][C:24]=2[F:30])[C:21]#[N:22])[CH2:40][CH2:39]1)[C:42]1[CH:47]=[CH:46][CH:45]=[CH:44][CH:43]=1. The yield is 0.980.